From a dataset of Forward reaction prediction with 1.9M reactions from USPTO patents (1976-2016). Predict the product of the given reaction. (1) Given the reactants [C:1]1([S:7]([N:10]2[C:14]3[CH:15]=[N:16][C:17]([C:27]#[N:28])=[C:18](OS(C(F)(F)F)(=O)=O)[C:13]=3[C:12]3[CH:29]=[CH:30][CH:31]=[N:32][C:11]2=3)(=[O:9])=[O:8])[CH:6]=[CH:5][CH:4]=[CH:3][CH:2]=1.[CH2:33]([Sn](CCCC)(CCCC)C=C)[CH2:34]CC.[Cl-].[Li+], predict the reaction product. The product is: [C:1]1([S:7]([N:10]2[C:14]3[CH:15]=[N:16][C:17]([C:27]#[N:28])=[C:18]([CH:33]=[CH2:34])[C:13]=3[C:12]3[CH:29]=[CH:30][CH:31]=[N:32][C:11]2=3)(=[O:9])=[O:8])[CH:6]=[CH:5][CH:4]=[CH:3][CH:2]=1. (2) Given the reactants [C:1]([O:5][C:6]([N:8]1[CH2:13][CH2:12][N:11]([C:14]2[CH:19]=[CH:18][C:17]([C:20](O)=[O:21])=[CH:16][N:15]=2)[C@H:10]([CH3:23])[CH2:9]1)=[O:7])([CH3:4])([CH3:3])[CH3:2].C(Cl)CCl.C1C=NC2N(O)N=NC=2C=1.CC(N(C)C)=O.[Br:44][C:45]1[CH:51]=[CH:50][C:48]([NH2:49])=[CH:47][C:46]=1[F:52].C(N(CC)C(C)C)(C)C, predict the reaction product. The product is: [C:1]([O:5][C:6]([N:8]1[CH2:13][CH2:12][N:11]([C:14]2[CH:19]=[CH:18][C:17]([C:20](=[O:21])[NH:49][C:48]3[CH:50]=[CH:51][C:45]([Br:44])=[C:46]([F:52])[CH:47]=3)=[CH:16][N:15]=2)[C@H:10]([CH3:23])[CH2:9]1)=[O:7])([CH3:2])([CH3:4])[CH3:3]. (3) The product is: [CH3:20][O:19][C:14]1[CH:15]=[CH:16][CH:17]=[CH:18][C:13]=1[C:12]1[N:6]2[C:7]([CH:8]=[N:9][C:4]([N:30]3[C:38]4[CH:37]=[CH:36][N:35]=[CH:34][C:33]=4[N:32]=[CH:31]3)=[N:5]2)=[CH:10][CH:11]=1. Given the reactants CS([C:4]1[N:9]=[CH:8][C:7]2=[CH:10][CH:11]=[C:12]([C:13]3[CH:18]=[CH:17][CH:16]=[CH:15][C:14]=3[O:19][CH3:20])[N:6]2[N:5]=1)=O.C(N(CC)C(C)C)(C)C.[NH:30]1[C:38]2[CH:37]=[CH:36][N:35]=[CH:34][C:33]=2[N:32]=[CH:31]1.COCC(O)C, predict the reaction product. (4) Given the reactants [CH2:1]([O:8][C:9]1[CH:10]=[C:11]([CH2:17][CH2:18][NH:19][C:20](=O)/[CH:21]=[CH:22]/[C:23]2[N:24]([CH3:28])[N:25]=[CH:26][CH:27]=2)[CH:12]=[CH:13][C:14]=1[O:15][CH3:16])[C:2]1[CH:7]=[CH:6][CH:5]=[CH:4][CH:3]=1.O=P(Cl)(Cl)Cl.[BH4-].[Na+], predict the reaction product. The product is: [CH2:1]([O:8][C:9]1[CH:10]=[C:11]2[C:12](=[CH:13][C:14]=1[O:15][CH3:16])[CH:20](/[CH:21]=[CH:22]/[C:23]1[N:24]([CH3:28])[N:25]=[CH:26][CH:27]=1)[NH:19][CH2:18][CH2:17]2)[C:2]1[CH:7]=[CH:6][CH:5]=[CH:4][CH:3]=1. (5) The product is: [OH:12][C:3]1[C:2]([NH:1][C:19]2[C:20]([N+:26]([O-:28])=[O:27])=[CH:21][C:22]([N+:23]([O-:25])=[O:24])=[CH:14][C:15]=2[C:16]([OH:18])=[O:17])=[CH:11][C:10]2[C:5]([CH:4]=1)=[CH:6][CH:7]=[CH:8][CH:9]=2. Given the reactants [NH2:1][C:2]1[C:3]([OH:12])=[CH:4][C:5]2[C:10]([CH:11]=1)=[CH:9][CH:8]=[CH:7][CH:6]=2.Cl[C:14]1[C:22]([N+:23]([O-:25])=[O:24])=[CH:21][C:20]([N+:26]([O-:28])=[O:27])=[CH:19][C:15]=1[C:16]([OH:18])=[O:17].C([O-])(=O)C.[Na+].[OH-].[Na+], predict the reaction product.